Dataset: Reaction yield outcomes from USPTO patents with 853,638 reactions. Task: Predict the reaction yield, written as a fraction of the theoretical maximum amount of product (1.0 means a 100% yield; for example, 0.34 means a 34% yield). (1) The reactants are [O:1]=[C:2]([C:13]1[O:14][C:15]([C:18]2[CH:23]=[CH:22][CH:21]=[CH:20][N:19]=2)=[CH:16][N:17]=1)[CH2:3][CH2:4][CH2:5][CH2:6][C:7]#[C:8][Si](C)(C)C.I[C:25]1[CH:30]=[CH:29][CH:28]=[CH:27][C:26]=1[C:31]([F:34])([F:33])[F:32]. No catalyst specified. The product is [O:1]=[C:2]([C:13]1[O:14][C:15]([C:18]2[CH:23]=[CH:22][CH:21]=[CH:20][N:19]=2)=[CH:16][N:17]=1)[CH2:3][CH2:4][CH2:5][CH2:6][C:7]#[C:8][C:25]1[CH:30]=[CH:29][CH:28]=[CH:27][C:26]=1[C:31]([F:34])([F:33])[F:32]. The yield is 0.280. (2) The yield is 0.820. The reactants are [CH3:1][C:2]1[C:11]2[C:6](=[CH:7][CH:8]=[CH:9][CH:10]=2)[CH2:5][CH2:4][N:3]=1. The catalyst is ClCCl. The product is [CH3:1][C@@H:2]1[C:11]2[C:6](=[CH:7][CH:8]=[CH:9][CH:10]=2)[CH2:5][CH2:4][NH:3]1. (3) The reactants are [Li]CCCC.CCCCCC.[Cl:12][C:13]1[CH:14]=[C:15]([CH:18]2[O:22]CCO2)[S:16][CH:17]=1.[Cl:23][C:24]1[CH:25]=[C:26]([CH:29]=[CH:30][CH:31]=1)[CH:27]=[O:28].[NH4+].[Cl-]. The catalyst is C1COCC1. The product is [Cl:12][C:13]1[CH:14]=[C:15]([CH:18]=[O:22])[S:16][C:17]=1[CH:27]([C:26]1[CH:29]=[CH:30][CH:31]=[C:24]([Cl:23])[CH:25]=1)[OH:28]. The yield is 0.550. (4) The reactants are [CH2:1]([N:19]([CH2:87][CH2:88][CH2:89][CH2:90][CH2:91][CH2:92][CH2:93][CH2:94][CH2:95][CH2:96][CH2:97][CH2:98][CH2:99][CH2:100][CH2:101][CH2:102][CH2:103][CH3:104])[C:20]([CH2:22][CH2:23][CH:24]([CH:26]1[C:42]2([CH3:43])[CH:29]([CH:30]3[CH:39]([CH2:40][CH2:41]2)[C:38]2([CH3:44])[CH:33]([CH2:34][CH:35]([O:45][C:46](=[O:86])[NH:47][CH2:48][CH2:49][CH2:50][CH2:51][CH2:52][C:53]([N:55]4[CH2:59][CH:58]([OH:60])[CH2:57][CH:56]4[CH:61]([C:80]4[CH:85]=[CH:84][CH:83]=[CH:82][CH:81]=4)[O:62][CH:63]([C:72]4[CH:77]=[CH:76][C:75]([O:78][CH3:79])=[CH:74][CH:73]=4)[C:64]4[CH:69]=[CH:68][C:67]([O:70][CH3:71])=[CH:66][CH:65]=4)=[O:54])[CH2:36][CH2:37]2)[CH2:32][CH2:31]3)[CH2:28][CH2:27]1)[CH3:25])=[O:21])[CH2:2][CH2:3][CH2:4][CH2:5][CH2:6][CH2:7][CH2:8][CH2:9][CH2:10][CH2:11][CH2:12][CH2:13][CH2:14][CH2:15][CH2:16][CH2:17][CH3:18].[C:105]1(=[O:111])[O:110][C:108](=[O:109])[CH2:107][CH2:106]1.C(N(CC)CC)C. The catalyst is CN(C1C=CN=CC=1)C.ClCCl. The product is [CH3:71][O:70][C:67]1[CH:68]=[CH:69][C:64]([CH:63]([C:72]2[CH:77]=[CH:76][C:75]([O:78][CH3:79])=[CH:74][CH:73]=2)[O:62][CH:61]([C:80]2[CH:81]=[CH:82][CH:83]=[CH:84][CH:85]=2)[CH:56]2[N:55]([C:53](=[O:54])[CH2:52][CH2:51][CH2:50][CH2:49][CH2:48][NH:47][C:46]([O:45][CH:35]3[CH2:34][CH:33]4[C:38]([CH3:44])([CH:39]5[CH:30]([CH2:31][CH2:32]4)[CH:29]4[C:42]([CH3:43])([CH:26]([CH:24]([CH3:25])[CH2:23][CH2:22][C:20](=[O:21])[N:19]([CH2:1][CH2:2][CH2:3][CH2:4][CH2:5][CH2:6][CH2:7][CH2:8][CH2:9][CH2:10][CH2:11][CH2:12][CH2:13][CH2:14][CH2:15][CH2:16][CH2:17][CH3:18])[CH2:87][CH2:88][CH2:89][CH2:90][CH2:91][CH2:92][CH2:93][CH2:94][CH2:95][CH2:96][CH2:97][CH2:98][CH2:99][CH2:100][CH2:101][CH2:102][CH2:103][CH3:104])[CH2:27][CH2:28]4)[CH2:41][CH2:40]5)[CH2:37][CH2:36]3)=[O:86])[CH2:59][CH:58]([O:60][C:105](=[O:111])[CH2:106][CH2:107][C:108]([OH:110])=[O:109])[CH2:57]2)=[CH:65][CH:66]=1. The yield is 0.710. (5) The reactants are [CH2:1]([N:8]=[C:9]1[C:17]2[C:12](=[CH:13][CH:14]=[C:15]([F:18])[CH:16]=2)[CH2:11][CH2:10]1)[C:2]1[CH:7]=[CH:6][CH:5]=[CH:4][CH:3]=1.[BH4-].[Na+].ClCCl.O. The catalyst is C(O)C. The product is [CH2:1]([NH:8][CH:9]1[C:17]2[C:12](=[CH:13][CH:14]=[C:15]([F:18])[CH:16]=2)[CH2:11][CH2:10]1)[C:2]1[CH:3]=[CH:4][CH:5]=[CH:6][CH:7]=1. The yield is 0.940.